This data is from Catalyst prediction with 721,799 reactions and 888 catalyst types from USPTO. The task is: Predict which catalyst facilitates the given reaction. (1) Product: [Si:28]([O:1][CH2:2][CH2:3][NH:4][S:5]([C:8]1[S:9][C:10]2[CH:17]=[CH:16][C:15]([C:18]3[CH:27]=[CH:26][C:21]([C:22]([O:24][CH3:25])=[O:23])=[CH:20][CH:19]=3)=[CH:14][C:11]=2[C:12]=1[CH3:13])(=[O:7])=[O:6])([C:31]([CH3:34])([CH3:33])[CH3:32])([CH3:30])[CH3:29]. Reactant: [OH:1][CH2:2][CH2:3][NH:4][S:5]([C:8]1[S:9][C:10]2[CH:17]=[CH:16][C:15]([C:18]3[CH:27]=[CH:26][C:21]([C:22]([O:24][CH3:25])=[O:23])=[CH:20][CH:19]=3)=[CH:14][C:11]=2[C:12]=1[CH3:13])(=[O:7])=[O:6].[Si:28](Cl)([C:31]([CH3:34])([CH3:33])[CH3:32])([CH3:30])[CH3:29].N1C=CN=C1. The catalyst class is: 215. (2) Reactant: [CH2:1]([C@@H:8]1[CH2:12][O:11][C:10](=[O:13])[N:9]1[C:14](=[O:29])[C@H:15]([CH2:19][C:20]1[CH:25]=[C:24]([CH3:26])[C:23]([F:27])=[C:22]([CH3:28])[CH:21]=1)[CH2:16]C=C)[C:2]1[CH:7]=[CH:6][CH:5]=[CH:4][CH:3]=1.[F:30][C:31]1[CH:36]=[CH:35][C:34]([CH2:37][CH2:38][CH2:39][NH:40][CH3:41])=[CH:33][CH:32]=1.[C:42](O)(=O)C.[BH-](OC(C)=O)(OC(C)=O)OC(C)=O.[Na+]. Product: [CH2:1]([C@@H:8]1[CH2:12][O:11][C:10](=[O:13])[N:9]1[C:14](=[O:29])[C@@H:15]([CH2:19][C:20]1[CH:25]=[C:24]([CH3:26])[C:23]([F:27])=[C:22]([CH3:28])[CH:21]=1)[CH2:16][CH2:41][N:40]([CH2:39][CH2:38][CH2:37][C:34]1[CH:33]=[CH:32][C:31]([F:30])=[CH:36][CH:35]=1)[CH3:42])[C:2]1[CH:3]=[CH:4][CH:5]=[CH:6][CH:7]=1. The catalyst class is: 68. (3) Reactant: [CH2:1]([O:3][C:4]([C:6]1[C:7]([O:26][C:27](=[O:29])[CH3:28])=[C:8]2[CH:16]=[CH:15][N:14]([CH2:17][C:18]3[CH:23]=[CH:22][CH:21]=[C:20]([O:24][CH3:25])[CH:19]=3)[C:9]2=[C:10]([C:12]#[N:13])[N:11]=1)=[O:5])[CH3:2].C1C(=O)N([Cl:37])C(=O)C1. Product: [CH2:1]([O:3][C:4]([C:6]1[C:7]([O:26][C:27](=[O:29])[CH3:28])=[C:8]2[C:16]([Cl:37])=[CH:15][N:14]([CH2:17][C:18]3[CH:23]=[CH:22][CH:21]=[C:20]([O:24][CH3:25])[CH:19]=3)[C:9]2=[C:10]([C:12]#[N:13])[N:11]=1)=[O:5])[CH3:2]. The catalyst class is: 23. (4) Reactant: [Cl:1][C:2]1[S:6][C:5]([C:7]([NH:9][CH2:10][CH2:11][C:12]([OH:14])=O)=[O:8])=[CH:4][CH:3]=1.[B-](F)(F)(F)F.CCOC(C(C#N)=N[O:27][C:28]([N:32]([CH3:34])[CH3:33])=[N+](C)C)=O.O[C:38]1[C:46]2N=N[NH:43][C:42]=2[CH:41]=[CH:40][CH:39]=1.[CH2:47]([N:49](CC)[CH2:50]C)C.[CH3:54]N(C=O)C. Product: [O:14]=[C:12]([N:43]1[C:42]2[C:41](=[CH:54][C:34]([N:32]3[CH:33]=[CH:50][N:49]=[CH:47][C:28]3=[O:27])=[CH:38][CH:46]=2)[CH:40]=[CH:39]1)[CH2:11][CH2:10][NH:9][C:7]([C:5]1[S:6][C:2]([Cl:1])=[CH:3][CH:4]=1)=[O:8]. The catalyst class is: 6. (5) Reactant: [CH3:1][N:2]1[CH2:6][CH2:5][CH2:4][C:3]1=O.P(Cl)(Cl)(Cl)=O.[NH:13]1[C:21]2[C:16](=[CH:17][CH:18]=[C:19]([C:22]([O:24][CH3:25])=[O:23])[CH:20]=2)[CH:15]=[CH:14]1.C([O-])([O-])=O.[Na+].[Na+]. Product: [CH3:25][O:24][C:22]([C:19]1[CH:20]=[C:21]2[C:16](/[C:15](=[C:3]3/[N:2]([CH3:1])[CH2:6][CH2:5][CH2:4]/3)/[CH:14]=[N:13]2)=[CH:17][CH:18]=1)=[O:23]. The catalyst class is: 325. (6) Reactant: [CH3:1][C@@:2]12[CH2:24][CH2:23][C@:22]3([CH3:25])[C:8](=[CH:9][C:10]([C@H:12]4[C@@:21]3([CH3:26])[CH2:20][CH2:19][C@@H:18]3[C@:13]4([CH3:54])[CH2:14][CH2:15][C@H:16]([O:29][C@H:30]4[O:35][C@H:34]([C:36]([OH:38])=[O:37])[C@@H:33]([OH:39])[C@H:32]([OH:40])[C@H:31]4[O:41][C@@H:42]4[O:47][C@H:46]([C:48]([OH:50])=[O:49])[C@@H:45]([OH:51])[C@H:44]([OH:52])[C@H:43]4[OH:53])[C:17]3([CH3:28])[CH3:27])=[O:11])[C@@H:7]1[CH2:6][C@:5]([C:56]([OH:58])=[O:57])([CH3:55])[CH2:4][CH2:3]2.[CH2:59]([NH2:62])[CH2:60][NH2:61].C1(N=C=NC2CCCCC2)CCCCC1. Product: [CH3:1][C@@:2]12[CH2:24][CH2:23][C@:22]3([CH3:25])[C:8](=[CH:9][C:10]([C@H:12]4[C@@:21]3([CH3:26])[CH2:20][CH2:19][C@@H:18]3[C@:13]4([CH3:54])[CH2:14][CH2:15][C@H:16]([O:29][C@H:30]4[O:35][C@H:34]([C:36]([OH:38])=[O:37])[C@@H:33]([OH:39])[C@H:32]([OH:40])[C@H:31]4[O:41][C@@H:42]4[O:47][C@H:46]([C:48]([OH:50])=[O:49])[C@@H:45]([OH:51])[C@H:44]([OH:52])[C@H:43]4[OH:53])[C:17]3([CH3:27])[CH3:28])=[O:11])[C@@H:7]1[CH2:6][C@:5]([C:56]([OH:58])=[O:57])([CH3:55])[CH2:4][CH2:3]2.[CH2:59]([NH2:62])[CH2:60][NH2:61]. The catalyst class is: 3.